Dataset: Forward reaction prediction with 1.9M reactions from USPTO patents (1976-2016). Task: Predict the product of the given reaction. (1) Given the reactants Br[C:2]1[CH:7]=[CH:6][C:5]([CH2:8][OH:9])=[C:4]([CH3:10])[CH:3]=1.[C:11]([C:13]1[CH:18]=[CH:17][C:16](B(O)O)=[CH:15][CH:14]=1)#[N:12], predict the reaction product. The product is: [OH:9][CH2:8][C:5]1[CH:6]=[CH:7][C:2]([C:16]2[CH:17]=[CH:18][C:13]([C:11]#[N:12])=[CH:14][CH:15]=2)=[CH:3][C:4]=1[CH3:10]. (2) Given the reactants [S-:1][C:2]#[N:3].[NH4+:4].[N+:5]([C:8]1[CH:16]=[CH:15][C:11]([C:12](Cl)=[O:13])=[CH:10][CH:9]=1)([O-:7])=[O:6].[F:17][C:18]1[CH:25]=[CH:24][C:21](NC)=[CH:20][CH:19]=1.[CH3:26]C(C)=O, predict the reaction product. The product is: [F:17][C:18]1[CH:25]=[CH:24][C:21]([N:4]([CH3:26])[C:2]([NH:3][C:12](=[O:13])[C:11]2[CH:15]=[CH:16][C:8]([N+:5]([O-:7])=[O:6])=[CH:9][CH:10]=2)=[S:1])=[CH:20][CH:19]=1. (3) Given the reactants [CH3:1][C:2]1[CH:11]=[C:10]([C:12]#[C:13][CH2:14][CH2:15][CH2:16][CH2:17][CH2:18][CH3:19])[CH:9]=[CH:8][C:3]=1[C:4]([O:6][CH3:7])=[O:5], predict the reaction product. The product is: [CH3:1][C:2]1[CH:11]=[C:10]([CH2:12][CH2:13][CH2:14][CH2:15][CH2:16][CH2:17][CH2:18][CH3:19])[CH:9]=[CH:8][C:3]=1[C:4]([O:6][CH3:7])=[O:5]. (4) Given the reactants C(OC([N:8]1[C:16]2[C:11](=[CH:12][CH:13]=[C:14]([Cl:17])[CH:15]=2)[CH:10]=[C:9]1[C:18]1[CH:19]=[N:20][CH:21]=[C:22]([O:24][S:25](=[O:32])(=[O:31])[N:26]([CH2:29][CH3:30])[CH2:27][CH3:28])[CH:23]=1)=O)(C)(C)C.FC(F)(F)C(O)=O.C(=O)(O)[O-].[Na+], predict the reaction product. The product is: [Cl:17][C:14]1[CH:15]=[C:16]2[C:11]([CH:10]=[C:9]([C:18]3[CH:23]=[C:22]([O:24][S:25](=[O:31])(=[O:32])[N:26]([CH2:27][CH3:28])[CH2:29][CH3:30])[CH:21]=[N:20][CH:19]=3)[NH:8]2)=[CH:12][CH:13]=1. (5) The product is: [C:1]([O:5][CH2:6][CH2:7][CH2:8][CH2:9][CH2:10][CH2:11][O:12][C:13]1[CH:21]=[CH:20][C:16]([C:17]([O:29][C:30]2[CH:31]=[CH:32][C:33]([CH:34]=[CH:35][C:36]([O:38][C@@H:39]3[CH:43]4[O:44][CH2:45][C@@H:46]([O:47][C:17](=[O:18])[C:16]5[CH:15]=[CH:14][C:13]([O:12][CH2:11][CH2:10][CH2:9][CH2:8][CH2:7][CH2:6][O:5][C:1](=[O:4])[CH:27]=[CH2:28])=[CH:21][CH:20]=5)[CH:42]4[O:41][CH2:40]3)=[O:37])=[CH:48][CH:49]=2)=[O:18])=[CH:15][CH:14]=1)(=[O:4])[CH:2]=[CH2:3]. Given the reactants [C:1]([O:5][CH2:6][CH2:7][CH2:8][CH2:9][CH2:10][CH2:11][O:12][C:13]1[CH:21]=[CH:20][C:16]([C:17](Cl)=[O:18])=[CH:15][CH:14]=1)(=[O:4])[CH:2]=[CH2:3].C(N([CH2:27][CH3:28])CC)C.[OH:29][C:30]1[CH:49]=[CH:48][C:33]([CH:34]=[CH:35][C:36]([O:38][C@@H:39]2[CH:43]3[O:44][CH2:45][C@@H:46]([OH:47])[CH:42]3[O:41][CH2:40]2)=[O:37])=[CH:32][CH:31]=1, predict the reaction product. (6) Given the reactants [Cl:1][C:2]1[CH:23]=[CH:22][C:5]([O:6][C:7]2[C:16]3[C:11](=[CH:12][C:13]([O:20][CH3:21])=[C:14]([C:17](O)=[O:18])[CH:15]=3)[N:10]=[CH:9][CH:8]=2)=[CH:4][C:3]=1[N+:24]([O-:26])=[O:25].CN.CO.[CH2:31]([N:33](CC)CC)C.F[P-](F)(F)(F)(F)F.N1(O[P+](N(C)C)(N(C)C)N(C)C)C2C=CC=CC=2N=N1, predict the reaction product. The product is: [CH3:31][NH:33][C:17]([C:14]1[CH:15]=[C:16]2[C:11](=[CH:12][C:13]=1[O:20][CH3:21])[N:10]=[CH:9][CH:8]=[C:7]2[O:6][C:5]1[CH:22]=[CH:23][C:2]([Cl:1])=[C:3]([N+:24]([O-:26])=[O:25])[CH:4]=1)=[O:18]. (7) Given the reactants C([O:8][C:9]([C@H:11]1[CH2:16][CH2:15][C@@H:14]([NH:17][C:18]([C:20]2[C:21]([O:26][C:27]3[CH:32]=[CH:31][C:30]([S:33][CH3:34])=[CH:29][CH:28]=3)=[N:22][CH:23]=[CH:24][CH:25]=2)=[O:19])[CH2:13][CH2:12]1)=[O:10])C1C=CC=CC=1, predict the reaction product. The product is: [CH3:34][S:33][C:30]1[CH:29]=[CH:28][C:27]([O:26][C:21]2[C:20]([C:18]([NH:17][C@@H:14]3[CH2:13][CH2:12][C@H:11]([C:9]([OH:10])=[O:8])[CH2:16][CH2:15]3)=[O:19])=[CH:25][CH:24]=[CH:23][N:22]=2)=[CH:32][CH:31]=1.